Dataset: NCI-60 drug combinations with 297,098 pairs across 59 cell lines. Task: Regression. Given two drug SMILES strings and cell line genomic features, predict the synergy score measuring deviation from expected non-interaction effect. (1) Drug 1: CC1=C(C=C(C=C1)NC2=NC=CC(=N2)N(C)C3=CC4=NN(C(=C4C=C3)C)C)S(=O)(=O)N.Cl. Drug 2: CC(CN1CC(=O)NC(=O)C1)N2CC(=O)NC(=O)C2. Cell line: NCI-H322M. Synergy scores: CSS=2.81, Synergy_ZIP=0.326, Synergy_Bliss=-0.899, Synergy_Loewe=-3.18, Synergy_HSA=-2.63. (2) Drug 1: C(CC(=O)O)C(=O)CN.Cl. Drug 2: COC1=C2C(=CC3=C1OC=C3)C=CC(=O)O2. Cell line: DU-145. Synergy scores: CSS=27.1, Synergy_ZIP=-4.14, Synergy_Bliss=8.18, Synergy_Loewe=4.60, Synergy_HSA=4.06.